From a dataset of Peptide-MHC class I binding affinity with 185,985 pairs from IEDB/IMGT. Regression. Given a peptide amino acid sequence and an MHC pseudo amino acid sequence, predict their binding affinity value. This is MHC class I binding data. (1) The peptide sequence is EFKQILTDF. The MHC is HLA-A26:02 with pseudo-sequence HLA-A26:02. The binding affinity (normalized) is 0.434. (2) The peptide sequence is STLNFNNLR. The MHC is H-2-Dd with pseudo-sequence H-2-Dd. The binding affinity (normalized) is 0. (3) The peptide sequence is KSYEHQTPF. The MHC is HLA-A26:01 with pseudo-sequence HLA-A26:01. The binding affinity (normalized) is 0.0847. (4) The peptide sequence is FLPRVFSAV. The MHC is HLA-A02:06 with pseudo-sequence HLA-A02:06. The binding affinity (normalized) is 0.832. (5) The peptide sequence is KPCIKVATV. The MHC is HLA-B54:01 with pseudo-sequence HLA-B54:01. The binding affinity (normalized) is 0.0978.